This data is from NCI-60 drug combinations with 297,098 pairs across 59 cell lines. The task is: Regression. Given two drug SMILES strings and cell line genomic features, predict the synergy score measuring deviation from expected non-interaction effect. (1) Drug 1: C1=CC(=CC=C1CC(C(=O)O)N)N(CCCl)CCCl.Cl. Drug 2: C1C(C(OC1N2C=NC3=C2NC=NCC3O)CO)O. Cell line: A549. Synergy scores: CSS=30.1, Synergy_ZIP=-7.10, Synergy_Bliss=-2.23, Synergy_Loewe=-3.47, Synergy_HSA=-3.46. (2) Drug 1: C1CC(=O)NC(=O)C1N2C(=O)C3=CC=CC=C3C2=O. Drug 2: CC12CCC3C(C1CCC2OP(=O)(O)O)CCC4=C3C=CC(=C4)OC(=O)N(CCCl)CCCl.[Na+]. Cell line: OVCAR-8. Synergy scores: CSS=-0.0250, Synergy_ZIP=-1.08, Synergy_Bliss=-0.313, Synergy_Loewe=-2.15, Synergy_HSA=-1.17. (3) Cell line: HCC-2998. Synergy scores: CSS=-4.61, Synergy_ZIP=1.72, Synergy_Bliss=-0.420, Synergy_Loewe=-5.87, Synergy_HSA=-4.95. Drug 2: C(CCl)NC(=O)N(CCCl)N=O. Drug 1: CC1=CC2C(CCC3(C2CCC3(C(=O)C)OC(=O)C)C)C4(C1=CC(=O)CC4)C. (4) Drug 1: CCC1(CC2CC(C3=C(CCN(C2)C1)C4=CC=CC=C4N3)(C5=C(C=C6C(=C5)C78CCN9C7C(C=CC9)(C(C(C8N6C=O)(C(=O)OC)O)OC(=O)C)CC)OC)C(=O)OC)O.OS(=O)(=O)O. Drug 2: CC1CCC2CC(C(=CC=CC=CC(CC(C(=O)C(C(C(=CC(C(=O)CC(OC(=O)C3CCCCN3C(=O)C(=O)C1(O2)O)C(C)CC4CCC(C(C4)OC)O)C)C)O)OC)C)C)C)OC. Cell line: HCC-2998. Synergy scores: CSS=43.4, Synergy_ZIP=2.08, Synergy_Bliss=1.30, Synergy_Loewe=-17.2, Synergy_HSA=0.956. (5) Drug 2: C1C(C(OC1N2C=NC3=C2NC=NCC3O)CO)O. Cell line: T-47D. Drug 1: CCCCCOC(=O)NC1=NC(=O)N(C=C1F)C2C(C(C(O2)C)O)O. Synergy scores: CSS=4.35, Synergy_ZIP=-3.18, Synergy_Bliss=-4.29, Synergy_Loewe=0.470, Synergy_HSA=-1.47. (6) Drug 1: C1CC(C1)(C2=CC=C(C=C2)C3=C(C=C4C(=N3)C=CN5C4=NNC5=O)C6=CC=CC=C6)N. Drug 2: CC1=C(C(=CC=C1)Cl)NC(=O)C2=CN=C(S2)NC3=CC(=NC(=N3)C)N4CCN(CC4)CCO. Cell line: SW-620. Synergy scores: CSS=13.6, Synergy_ZIP=2.54, Synergy_Bliss=4.77, Synergy_Loewe=12.2, Synergy_HSA=12.5.